From a dataset of Forward reaction prediction with 1.9M reactions from USPTO patents (1976-2016). Predict the product of the given reaction. (1) Given the reactants [Br:1][C:2]1[CH:10]=[C:9]([F:11])[C:5]([C:6](O)=[O:7])=[C:4]([F:12])[CH:3]=1.C([N:15](CC)CC)C.C(OC(Cl)=O)C.N, predict the reaction product. The product is: [Br:1][C:2]1[CH:10]=[C:9]([F:11])[C:5]([C:6]([NH2:15])=[O:7])=[C:4]([F:12])[CH:3]=1. (2) The product is: [CH2:24]([C:21]1[CH:22]=[CH:23][C:18]([O:17][C@H:15]([CH3:16])[CH2:14][CH2:13][O:12][C:9]2[CH:10]=[CH:11][C:6]([CH2:5][CH2:4][C:3]([OH:35])=[O:2])=[C:7]([CH3:34])[CH:8]=2)=[C:19]([C:26]([C:28]2[CH:33]=[CH:32][CH:31]=[CH:30][N:29]=2)=[O:27])[CH:20]=1)[CH3:25]. Given the reactants C[O:2][C:3](=[O:35])[CH2:4][CH2:5][C:6]1[CH:11]=[CH:10][C:9]([O:12][CH2:13][CH2:14][C@H:15]([O:17][C:18]2[CH:23]=[CH:22][C:21]([CH2:24][CH3:25])=[CH:20][C:19]=2[C:26]([C:28]2[CH:33]=[CH:32][CH:31]=[CH:30][N:29]=2)=[O:27])[CH3:16])=[CH:8][C:7]=1[CH3:34].[OH-].[Na+].Cl, predict the reaction product.